From a dataset of Catalyst prediction with 721,799 reactions and 888 catalyst types from USPTO. Predict which catalyst facilitates the given reaction. Reactant: [C@@H:1]1([N:10]2[CH:17]=[CH:16][C:14]([NH2:15])=[N:13][C:11]2=[O:12])[O:9][C@H:6]([CH2:7][OH:8])[C@@H:4]([OH:5])[C@H:2]1[OH:3].[C:18]1([CH2:42]Cl)[C:35]2[C:36]3[C:41]4[C:20](=[CH:21][CH:22]=[C:23]5[C:40]=4[C:39]4[C:26](=[CH:27][CH:28]=[C:29]6[C:38]=4[C:37]=3[C:32](=[CH:33][CH:34]=2)[CH:31]=[CH:30]6)[CH:25]=[CH:24]5)[CH:19]=1.[H-].[Na+]. Product: [C:18]1([CH2:42][O:3][C@@H:2]2[C@H:4]([OH:5])[C@@H:6]([CH2:7][OH:8])[O:9][C@H:1]2[N:10]2[CH:17]=[CH:16][C:14]([NH2:15])=[N:13][C:11]2=[O:12])[C:35]2[C:36]3[C:41]4[C:20](=[CH:21][CH:22]=[C:23]5[C:40]=4[C:39]4[C:26](=[CH:27][CH:28]=[C:29]6[C:38]=4[C:37]=3[C:32](=[CH:33][CH:34]=2)[CH:31]=[CH:30]6)[CH:25]=[CH:24]5)[CH:19]=1. The catalyst class is: 16.